This data is from Catalyst prediction with 721,799 reactions and 888 catalyst types from USPTO. The task is: Predict which catalyst facilitates the given reaction. Reactant: [SH:1][CH2:2][CH2:3][CH2:4][Si:5]([O:10][CH3:11])([O:8][CH3:9])[O:6][CH3:7].[H-].[Na+].[C:14](=[S:16])=[S:15].Cl[CH2:18][C:19]#[N:20]. Product: [C:14](=[S:1])([SH:16])[SH:15].[C:14](=[S:16])([S:1][CH2:2][CH2:3][CH2:4][Si:5]([O:10][CH3:11])([O:6][CH3:7])[O:8][CH3:9])[S:15][CH2:18][C:19]#[N:20]. The catalyst class is: 27.